From a dataset of Reaction yield outcomes from USPTO patents with 853,638 reactions. Predict the reaction yield, written as a fraction of the theoretical maximum amount of product (1.0 means a 100% yield; for example, 0.34 means a 34% yield). The reactants are [OH:1][CH2:2][CH2:3][CH2:4][CH2:5][CH2:6][CH2:7][CH2:8][CH2:9][CH2:10][CH2:11][CH2:12][CH2:13][CH2:14][CH2:15][CH2:16][CH2:17][CH2:18][C:19]([O:21][CH3:22])=[O:20].N1C=CC=CC=1.[C:29]1([CH3:39])[CH:34]=[CH:33][C:32]([S:35](Cl)(=[O:37])=[O:36])=[CH:31][CH:30]=1. The catalyst is ClCCl. The product is [S:35]([O:1][CH2:2][CH2:3][CH2:4][CH2:5][CH2:6][CH2:7][CH2:8][CH2:9][CH2:10][CH2:11][CH2:12][CH2:13][CH2:14][CH2:15][CH2:16][CH2:17][CH2:18][C:19]([O:21][CH3:22])=[O:20])([C:32]1[CH:33]=[CH:34][C:29]([CH3:39])=[CH:30][CH:31]=1)(=[O:37])=[O:36]. The yield is 0.850.